This data is from Peptide-MHC class I binding affinity with 185,985 pairs from IEDB/IMGT. The task is: Regression. Given a peptide amino acid sequence and an MHC pseudo amino acid sequence, predict their binding affinity value. This is MHC class I binding data. (1) The peptide sequence is DYNFVKQLF. The MHC is Patr-A0701 with pseudo-sequence Patr-A0701. The binding affinity (normalized) is 0.261. (2) The peptide sequence is LIDGRTSFY. The MHC is SLA-10401 with pseudo-sequence SLA-10401. The binding affinity (normalized) is 0.820.